Dataset: Full USPTO retrosynthesis dataset with 1.9M reactions from patents (1976-2016). Task: Predict the reactants needed to synthesize the given product. (1) Given the product [NH2:22][C:5]1[C:6]([N+:19]([O-:21])=[O:20])=[C:7]([NH:10][CH2:11][C:12]2[CH:17]=[CH:16][C:15]([F:18])=[CH:14][CH:13]=2)[CH:8]=[CH:9][C:4]=1[NH:1][C:35](=[O:36])[O:37][CH2:38][CH3:39], predict the reactants needed to synthesize it. The reactants are: [N+:1]([C:4]1[CH:9]=[CH:8][C:7]([NH:10][CH2:11][C:12]2[CH:17]=[CH:16][C:15]([F:18])=[CH:14][CH:13]=2)=[C:6]([N+:19]([O-:21])=[O:20])[C:5]=1[NH2:22])([O-])=O.[Cl-].[NH4+].CCN(C(C)C)C(C)C.Cl[C:35]([O:37][CH2:38][CH3:39])=[O:36]. (2) Given the product [F:29][C:30]1[CH:31]=[CH:32][C:33]([C:36]2[CH:41]=[N:40][C:39]([N:8]3[CH2:13][CH2:12][N:11]([S:14]([CH2:17][C:18]4([C:24]([OH:26])=[O:25])[CH2:19][CH2:20][O:21][CH2:22][CH2:23]4)(=[O:15])=[O:16])[CH2:10][CH2:9]3)=[N:38][CH:37]=2)=[CH:34][CH:35]=1, predict the reactants needed to synthesize it. The reactants are: BrC1C=CC([N:8]2[CH2:13][CH2:12][N:11]([S:14]([CH2:17][C:18]3([C:24]([OH:26])=[O:25])[CH2:23][CH2:22][O:21][CH2:20][CH2:19]3)(=[O:16])=[O:15])[CH2:10][CH2:9]2)=CC=1.Cl.Cl.[F:29][C:30]1[CH:35]=[CH:34][C:33]([C:36]2[CH:37]=[N:38][C:39](N3CCNCC3)=[N:40][CH:41]=2)=[CH:32][CH:31]=1.COC(C1(CS(Cl)(=O)=O)CCOCC1)=O.